From a dataset of Experimentally validated miRNA-target interactions with 360,000+ pairs, plus equal number of negative samples. Binary Classification. Given a miRNA mature sequence and a target amino acid sequence, predict their likelihood of interaction. (1) The protein sequence of the target gene is MGRLHCTEDPVPEAVGGDMQQLNQLGAQQFSALTEVLFHFLTEPKEVERFLAQLSEFATTNQISLGSLRSIVKSLLLVPNGALKKSLTAKQVQADFITLGLSEEKATYFSEKWKQNAPTLARWAIGQTLMINQLIDMEWKFGVTSGSSELEKVGSIFLQLKLVVKKGNQTENVYIELTLPQFYSFLHEMERVRTSMECFC. Result: 0 (no interaction). The miRNA is hsa-miR-5704 with sequence UUAGGCCAUCAUCCCAUUAUGC. (2) The miRNA is hsa-miR-3681-3p with sequence ACACAGUGCUUCAUCCACUACU. Result: 0 (no interaction). The protein sequence of the target gene is MPGWPWGLLLTAGTLFAALSPGPPAPADPCHDEGGAPRGCVPGLVNAALGREVLASSTCGRPATRACDASDPRRAHSPALLTSPGGTASPLCWRSESLPRAPLNVTLTVPLGKAFELVFVSLRFCSAPPASVALLKSQDHGRSWAPLGFFSSHCDLDYGRLPAPANGPAGPGPEALCFPAPLAQPDGSGLLAFSMQDSSPPGLDLDSSPVLQDWVTATDVRVVLTRPSTAGDPRDMEAVVPYSYAATDLQVGGRCKCNGHASRCLLDTQGHLICDCRHGTEGPDCGRCKPFYCDRPWQRA.... (3) The miRNA is hsa-miR-514b-5p with sequence UUCUCAAGAGGGAGGCAAUCAU. The protein sequence of the target gene is MNPSMKQKQEEIKENIKNSSVPRRTLKMIQPSASGSLVGRENELSAGLSKRKHRNDHLTSTTSSPGVIVPESSENKNLGGVTQESFDLMIKENPSSQYWKEVAEKRRKALYEALKENEKLHKEIEQKDNEIARLKKENKELAEVAEHVQYMAELIERLNGEPLDNFESLDNQEFDSEEETVEDSLVEDSEIGTCAEGTVSSSTDAKPCI. Result: 1 (interaction). (4) The miRNA is hsa-miR-5000-5p with sequence CAGUUCAGAAGUGUUCCUGAGU. The protein sequence of the target gene is MSSKRAKAKTTKKRPQRATSNVFAMFDQSQIQEFKEAFNMIDQNRDGFIDKEDLHDMLASLGKNPTDEYLEGMMNEAPGPINFTMFLTMFGEKLNGTDPEDVIRNAFACFDEEASGFIHEDHLRELLTTMGDRFTDEEVDEMYREAPIDKKGNFNYVEFTRILKHGAKDKDD. Result: 0 (no interaction). (5) The miRNA is hsa-miR-6854-5p with sequence AAGCUCAGGUUUGAGAACUGCUGA. The protein sequence of the target gene is MEQTVLVPPGPDSFNFFTRESLAAIERRIAEEKAKNPKPDKKDDDENGPKPNSDLEAGKNLPFIYGDIPPEMVSEPLEDLDPYYINKKTFIVLNKGKAIFRFSATSALYILTPFNPLRKIAIKILVHSLFSMLIMCTILTNCVFMTMSNPPDWTKNVEYTFTGIYTFESLIKIIARGFCLEDFTFLRDPWNWLDFTVITFAYVTEFVDLGNVSALRTFRVLRALKTISVIPGLKTIVGALIQSVKKLSDVMILTVFCLSVFALIGLQLFMGNLRNKCVQWPPTNASLEEHSIEKNITMDY.... Result: 0 (no interaction). (6) The miRNA is hsa-miR-548f-3p with sequence AAAAACUGUAAUUACUUUU. The protein sequence of the target gene is MEPPVPQSSVPVNPSSVMVQPLLDSRAPHSRLQHPLTILPIDQMKTSHVENDYIDNPSLAPATGPKRPRGGPPELAPTPARCDQDITHHWISFSGRPSSVSSSSSTSSDQRLLDHMAPPPVAEQASPRAVRLQPKVVHCKPLDLKGPTAPPELDKHFLLCEACGKCKCKECASPRTLPSCWVCNQECLCSAQTLVNYGTCMCLVQGIFYHCTNEDDEGSCADHPCSCSGSNCCARWSFMGALSVVLPCLLCYLPATGCVKLAQRGYDRLRRPGCRCKHTNSVICKAASGDTKTSRSDKPF.... Result: 0 (no interaction). (7) The miRNA is hsa-miR-6838-5p with sequence AAGCAGCAGUGGCAAGACUCCU. The protein sequence of the target gene is MQVRVRLSLLLLCAVLLGSAAATSDDKTNQDDSLDSKSSLPTDESVKDHTTTGKVVAGQIFVDSEEAEVESLLQDEEDSSKTQEEEISFLESPNPSSKTYEELKRVRKPVLTAIEGTAHGEPCHFPFLFLDKEYDECTSDGREDGRLWCATTYDYKTDEKWGFCETEEDAAKRRQMQEAEMIYQAGMKILNGSNRKSQKREAYRYLQKAAGMNHTKALERVSYALLFGDYLTQNIQAAKEMFEKLTEEGSPKGQTGLGFLYASGLGVNSSQAKALVYYTFGALGGNLIAHMILGYRYWAG.... Result: 0 (no interaction).